The task is: Predict the reactants needed to synthesize the given product.. This data is from Full USPTO retrosynthesis dataset with 1.9M reactions from patents (1976-2016). (1) Given the product [CH:1]1([C:4]2[C:5]([O:30][CH2:31][C:32]([F:33])([F:35])[F:34])=[CH:6][C:7]([C:10]([NH:12][C:13]([C:24]3[N:28]=[C:27]([CH3:29])[O:26][N:25]=3)([CH3:23])[CH2:14][OH:15])=[O:11])=[N:8][CH:9]=2)[CH2:3][CH2:2]1, predict the reactants needed to synthesize it. The reactants are: [CH:1]1([C:4]2[C:5]([O:30][CH2:31][C:32]([F:35])([F:34])[F:33])=[CH:6][C:7]([C:10]([NH:12][C:13]([C:24]3[N:28]=[C:27]([CH3:29])[O:26][N:25]=3)([CH3:23])[CH2:14][O:15]CC3C=CC=CC=3)=[O:11])=[N:8][CH:9]=2)[CH2:3][CH2:2]1.B(Br)(Br)Br. (2) The reactants are: [CH3:1][C:2]1[CH:7]=[CH:6][C:5]([S:8]([O:11][CH2:12][C@@H:13]([OH:34])[CH2:14][CH2:15][C:16]2[C:17]([O:26]CC3C=CC=CC=3)=[C:18]3[C:23](=[CH:24][CH:25]=2)[N:22]=[CH:21][CH:20]=[CH:19]3)(=[O:10])=[O:9])=[CH:4][CH:3]=1. Given the product [CH3:1][C:2]1[CH:3]=[CH:4][C:5]([S:8]([O:11][CH2:12][C@@H:13]([OH:34])[CH2:14][CH2:15][C:16]2[C:17]([OH:26])=[C:18]3[C:23](=[CH:24][CH:25]=2)[N:22]=[CH:21][CH:20]=[CH:19]3)(=[O:9])=[O:10])=[CH:6][CH:7]=1, predict the reactants needed to synthesize it. (3) The reactants are: [OH:1][CH2:2][CH2:3][C:4]1[CH:9]=[CH:8][C:7]([OH:10])=[CH:6][CH:5]=1.[Br:11][CH2:12][CH2:13]Br.C(=O)([O-])[O-].[K+].[K+]. Given the product [Br:11][CH2:12][CH2:13][O:10][C:7]1[CH:8]=[CH:9][C:4]([CH2:3][CH2:2][OH:1])=[CH:5][CH:6]=1, predict the reactants needed to synthesize it.